Dataset: Forward reaction prediction with 1.9M reactions from USPTO patents (1976-2016). Task: Predict the product of the given reaction. (1) Given the reactants C(OC(=O)[NH:7][C:8]1[C:13]2=[CH:14][N:15]([C:17]3[C:22]([Cl:23])=[CH:21][C:20]([C:24]#[N:25])=[CH:19][C:18]=3[Cl:26])[N:16]=[C:12]2[CH:11]=[CH:10][N:9]=1)(C)(C)C.Cl, predict the reaction product. The product is: [NH2:7][C:8]1[C:13]2=[CH:14][N:15]([C:17]3[C:22]([Cl:23])=[CH:21][C:20]([C:24]#[N:25])=[CH:19][C:18]=3[Cl:26])[N:16]=[C:12]2[CH:11]=[CH:10][N:9]=1. (2) Given the reactants Br[C:2]1[CH:7]=[CH:6][C:5]([S:8]([N:11]2[CH:15]=[CH:14][CH:13]=[CH:12]2)(=[O:10])=[O:9])=[CH:4][CH:3]=1.[C:16]([C:18]1[N:22]([CH3:23])[C:21](B(O)O)=[CH:20][CH:19]=1)#[N:17].[F-].[K+], predict the reaction product. The product is: [CH3:23][N:22]1[C:21]([C:2]2[CH:7]=[CH:6][C:5]([S:8]([N:11]3[CH:15]=[CH:14][CH:13]=[CH:12]3)(=[O:10])=[O:9])=[CH:4][CH:3]=2)=[CH:20][CH:19]=[C:18]1[C:16]#[N:17]. (3) Given the reactants [NH:1]1[CH:5]=[CH:4][CH:3]=[N:2]1.[H-].[Na+].CS([C:12]1[N:17]=[C:16]([O:18][CH3:19])[C:15]([C:20]2[C:25]([F:26])=[CH:24][C:23]([F:27])=[CH:22][C:21]=2[F:28])=[C:14]([CH2:29][CH:30]([CH3:33])[CH2:31][CH3:32])[N:13]=1)(=O)=O, predict the reaction product. The product is: [NH:1]1[CH:5]=[CH:4][C:3]([C:12]2[N:17]=[C:16]([O:18][CH3:19])[C:15]([C:20]3[C:25]([F:26])=[CH:24][C:23]([F:27])=[CH:22][C:21]=3[F:28])=[C:14]([CH2:29][CH:30]([CH3:33])[CH2:31][CH3:32])[N:13]=2)=[N:2]1. (4) Given the reactants Br[C:2]1[S:22][C:5]2=[N:6][C:7]([CH3:21])=[CH:8][C:9]([NH:10][S:11]([C:14]3[CH:19]=[CH:18][CH:17]=[C:16]([Cl:20])[CH:15]=3)(=[O:13])=[O:12])=[C:4]2[C:3]=1[C:23]1[CH:28]=[CH:27][CH:26]=[C:25]([O:29][CH3:30])[CH:24]=1.[CH3:31][N:32]1C=CN=C1, predict the reaction product. The product is: [Cl:20][C:16]1[CH:15]=[C:14]([S:11]([NH:10][C:9]2[CH:8]=[C:7]([CH3:21])[N:6]=[C:5]3[S:22][C:2]([C:31]#[N:32])=[C:3]([C:23]4[CH:28]=[CH:27][CH:26]=[C:25]([O:29][CH3:30])[CH:24]=4)[C:4]=23)(=[O:13])=[O:12])[CH:19]=[CH:18][CH:17]=1. (5) Given the reactants Cl[C:2]1[CH:7]=[CH:6][N:5]=[C:4]([C:8]([NH2:10])=[O:9])[CH:3]=1.[OH:11][C:12]1[CH:13]=[CH:14][C:15]([NH:18][C:19]([C:21]2[C:22](=[O:36])[N:23]([C:30]3[CH:35]=[CH:34][CH:33]=[CH:32][CH:31]=3)[N:24]3[CH2:29][CH2:28][CH2:27][CH2:26][C:25]=23)=[O:20])=[N:16][CH:17]=1.CC([O-])(C)C.[K+], predict the reaction product. The product is: [C:8]([C:4]1[CH:3]=[C:2]([O:11][C:12]2[CH:13]=[CH:14][C:15]([NH:18][C:19]([C:21]3[C:22](=[O:36])[N:23]([C:30]4[CH:31]=[CH:32][CH:33]=[CH:34][CH:35]=4)[N:24]4[CH2:29][CH2:28][CH2:27][CH2:26][C:25]=34)=[O:20])=[N:16][CH:17]=2)[CH:7]=[CH:6][N:5]=1)(=[O:9])[NH2:10].